This data is from Full USPTO retrosynthesis dataset with 1.9M reactions from patents (1976-2016). The task is: Predict the reactants needed to synthesize the given product. Given the product [C:24]([C:2]1[CH:3]=[C:4]([CH:9]=[C:10]([C:12](=[O:23])[NH:13][CH:14]([C:16]2[CH:21]=[CH:20][C:19]([F:22])=[CH:18][CH:17]=2)[CH3:15])[CH:11]=1)[C:5]([O:7][CH3:8])=[O:6])(=[O:26])[CH3:25], predict the reactants needed to synthesize it. The reactants are: Br[C:2]1[CH:3]=[C:4]([CH:9]=[C:10]([C:12](=[O:23])[NH:13][CH:14]([C:16]2[CH:21]=[CH:20][C:19]([F:22])=[CH:18][CH:17]=2)[CH3:15])[CH:11]=1)[C:5]([O:7][CH3:8])=[O:6].[CH:24]([O:26]CCCC)=[CH2:25].C1C=CC(P(C2C=CC=CC=2)CCCP(C2C=CC=CC=2)C2C=CC=CC=2)=CC=1.C(=O)([O-])[O-].[K+].[K+].Cl.